This data is from Peptide-MHC class II binding affinity with 134,281 pairs from IEDB. The task is: Regression. Given a peptide amino acid sequence and an MHC pseudo amino acid sequence, predict their binding affinity value. This is MHC class II binding data. (1) The peptide sequence is YPFIEQEGPEFFDQE. The MHC is DRB5_0101 with pseudo-sequence DRB5_0101. The binding affinity (normalized) is 0.217. (2) The peptide sequence is LSDLVDSDPEEVLVL. The MHC is DRB1_0101 with pseudo-sequence DRB1_0101. The binding affinity (normalized) is 0.368. (3) The peptide sequence is IGSFFYFPSIGMQRT. The MHC is DRB3_0101 with pseudo-sequence DRB3_0101. The binding affinity (normalized) is 0.866. (4) The peptide sequence is SKMSVVMRNTTWEGQ. The MHC is DRB1_0301 with pseudo-sequence DRB1_0301. The binding affinity (normalized) is 0.254.